This data is from Catalyst prediction with 721,799 reactions and 888 catalyst types from USPTO. The task is: Predict which catalyst facilitates the given reaction. (1) Reactant: [Si:1]([O:8][CH2:9][CH2:10][C@@H:11]1[CH2:13][O:12]1)([C:4]([CH3:7])([CH3:6])[CH3:5])([CH3:3])[CH3:2].[NH2:14][C:15]1[CH:16]=[CH:17][C:18]2[S:23][CH2:22][C:21](=[O:24])[NH:20][C:19]=2[CH:25]=1. Product: [C:4]([Si:1]([CH3:3])([CH3:2])[O:8][CH2:9][CH2:10][C@@H:11]([OH:12])[CH2:13][NH:14][C:15]1[CH:16]=[CH:17][C:18]2[S:23][CH2:22][C:21](=[O:24])[NH:20][C:19]=2[CH:25]=1)([CH3:7])([CH3:6])[CH3:5]. The catalyst class is: 88. (2) Reactant: Br[C:2]1[N:3]=[C:4]([CH:15]2[CH2:20][CH2:19][O:18][CH2:17][CH2:16]2)[O:5][C:6]=1[S:7][C:8]1[CH:13]=[CH:12][C:11]([Cl:14])=[CH:10][CH:9]=1.[Li]CCCC.CN([CH:29]=[O:30])C. Product: [Cl:14][C:11]1[CH:12]=[CH:13][C:8]([S:7][C:6]2[O:5][C:4]([CH:15]3[CH2:20][CH2:19][O:18][CH2:17][CH2:16]3)=[N:3][C:2]=2[CH:29]=[O:30])=[CH:9][CH:10]=1. The catalyst class is: 1. (3) Reactant: [C:1]([C:5]1[CH:13]=[CH:12][C:11]([N+:14]([O-])=O)=[CH:10][C:6]=1[C:7]([O-:9])=[O:8])([CH3:4])([CH3:3])[CH3:2].[CH:17]([O-])=O.[K+]. Product: [C:1]([C:5]1[CH:13]=[CH:12][C:11]([NH2:14])=[CH:10][C:6]=1[C:7]([O:9][CH3:17])=[O:8])([CH3:4])([CH3:3])[CH3:2]. The catalyst class is: 748. (4) Reactant: Cl[C:2]1[C:7]([C:8]#[C:9][C:10]2[CH:11]=[N:12][C:13]([NH2:16])=[CH:14][CH:15]=2)=[C:6]([CH2:17][CH3:18])[N:5]=[CH:4][N:3]=1.[C:19]([O:23][C:24]([N:26]1[CH2:31][CH2:30][NH:29][CH2:28][CH2:27]1)=[O:25])([CH3:22])([CH3:21])[CH3:20].CCN(C(C)C)C(C)C. Product: [C:19]([O:23][C:24]([N:26]1[CH2:31][CH2:30][N:29]([C:2]2[C:7]([C:8]#[C:9][C:10]3[CH:11]=[N:12][C:13]([NH2:16])=[CH:14][CH:15]=3)=[C:6]([CH2:17][CH3:18])[N:5]=[CH:4][N:3]=2)[CH2:28][CH2:27]1)=[O:25])([CH3:22])([CH3:20])[CH3:21]. The catalyst class is: 12.